From a dataset of Forward reaction prediction with 1.9M reactions from USPTO patents (1976-2016). Predict the product of the given reaction. (1) Given the reactants Br[C:2]1[CH:10]=[C:9]2[C:5]([CH:6]=[CH:7][N:8]2[CH2:11][CH3:12])=[CH:4][CH:3]=1.[F:13][C:14]([F:25])([F:24])[C:15]1[CH:20]=[CH:19][C:18](B(O)O)=[CH:17][CH:16]=1.C(=O)([O-])[O-].[Na+].[Na+].C1(C)C=CC=CC=1, predict the reaction product. The product is: [F:13][C:14]([F:25])([F:24])[C:15]1[CH:20]=[CH:19][C:18]([C:2]2[CH:10]=[C:9]3[C:5]([CH:6]=[CH:7][N:8]3[CH2:11][CH3:12])=[CH:4][CH:3]=2)=[CH:17][CH:16]=1. (2) Given the reactants [CH2:1]([O:3][C:4](=[O:10])[CH2:5][C:6](=O)[CH2:7]Cl)[CH3:2].[Cl:11][C:12]1[CH:17]=[CH:16][C:15]([NH:18][C:19]([NH2:21])=[S:20])=[CH:14][C:13]=1[C:22]([F:25])([F:24])[F:23], predict the reaction product. The product is: [CH2:1]([O:3][C:4](=[O:10])[CH2:5][C:6]1[N:21]=[C:19]([NH:18][C:15]2[CH:16]=[CH:17][C:12]([Cl:11])=[C:13]([C:22]([F:24])([F:23])[F:25])[CH:14]=2)[S:20][CH:7]=1)[CH3:2]. (3) Given the reactants [H-].[Na+].[I-].[CH3:4][S+](C)(C)=O.[Br:9][C:10]1[CH:18]=[CH:17][C:16]2[C:12](=[CH:13][N:14]([CH3:19])[N:15]=2)[C:11]=1/[CH:20]=[CH:21]/[C:22]#[N:23], predict the reaction product. The product is: [Br:9][C:10]1[CH:18]=[CH:17][C:16]2[C:12](=[CH:13][N:14]([CH3:19])[N:15]=2)[C:11]=1[CH:20]1[CH2:4][CH:21]1[C:22]#[N:23].